Predict the reaction yield, written as a fraction of the theoretical maximum amount of product (1.0 means a 100% yield; for example, 0.34 means a 34% yield). From a dataset of Reaction yield outcomes from USPTO patents with 853,638 reactions. (1) The reactants are [Br:1][C:2]1[CH:10]=[C:6]([C:7]([OH:9])=O)[C:5]([OH:11])=[CH:4][CH:3]=1.[Cl:12][C:13]1[CH:19]=[CH:18][C:16]([NH2:17])=[CH:15][C:14]=1[C:20]([F:23])([F:22])[F:21]. No catalyst specified. The product is [Cl:12][C:13]1[CH:19]=[CH:18][C:16]([NH:17][C:7](=[O:9])[C:6]2[CH:10]=[C:2]([Br:1])[CH:3]=[CH:4][C:5]=2[OH:11])=[CH:15][C:14]=1[C:20]([F:21])([F:22])[F:23]. The yield is 0.374. (2) The reactants are Br[C:2]1[CH:3]=[C:4]2[C:8](=[CH:9][C:10]=1[F:11])[N:7]([CH3:12])[N:6]=[CH:5]2.[Li]CCCC.[Cl:18][C:19]1[CH:20]=[CH:21][C:22]2[N:23]([C:25]([C:28](=[O:30])[CH3:29])=[CH:26][N:27]=2)[N:24]=1. The catalyst is C1COCC1. The yield is 0.340. The product is [Cl:18][C:19]1[CH:20]=[CH:21][C:22]2[N:23]([C:25]([C:28]([C:2]3[CH:3]=[C:4]4[C:8](=[CH:9][C:10]=3[F:11])[N:7]([CH3:12])[N:6]=[CH:5]4)([OH:30])[CH3:29])=[CH:26][N:27]=2)[N:24]=1. (3) The reactants are C(O[C:6]([C:8]1[N:9]=[CH:10][C:11]2[C:16]([C:17]=1[OH:18])=[CH:15][CH:14]=[C:13]([S:19]([CH:22]1[CH2:27][CH2:26][CH2:25][CH2:24][CH2:23]1)(=[O:21])=[O:20])[CH:12]=2)=[O:7])CCC.[NH2:28][CH2:29][CH2:30][C:31]([OH:33])=[O:32].C[O-].[Na+].CO.Cl. The catalyst is O. The product is [CH:22]1([S:19]([C:13]2[CH:12]=[C:11]3[C:16]([C:17]([OH:18])=[C:8]([C:6]([NH:28][CH2:29][CH2:30][C:31]([OH:33])=[O:32])=[O:7])[N:9]=[CH:10]3)=[CH:15][CH:14]=2)(=[O:20])=[O:21])[CH2:23][CH2:24][CH2:25][CH2:26][CH2:27]1. The yield is 0.460. (4) The reactants are C([O:4][CH2:5][C:6]([N:8]1[CH2:13][CH2:12][CH:11]([NH:14][C:15]([C:17]2[N:29]([CH3:30])[C:28]3[C:27]4[CH:26]=[CH:25][CH:24]=[CH:23][C:22]=4[N:21]([CH2:31][C:32]4[CH:37]=[CH:36][CH:35]=[C:34]([CH3:38])[N:33]=4)[C:20](=[O:39])[C:19]=3[C:18]=2[O:40][CH3:41])=[O:16])[CH2:10][CH2:9]1)=[O:7])(=O)C.C(=O)([O-])[O-].[K+].[K+].CO.O. The catalyst is C1COCC1.C(=O)([O-])O.[Na+]. The product is [OH:4][CH2:5][C:6]([N:8]1[CH2:13][CH2:12][CH:11]([NH:14][C:15]([C:17]2[N:29]([CH3:30])[C:28]3[C:27]4[CH:26]=[CH:25][CH:24]=[CH:23][C:22]=4[N:21]([CH2:31][C:32]4[CH:37]=[CH:36][CH:35]=[C:34]([CH3:38])[N:33]=4)[C:20](=[O:39])[C:19]=3[C:18]=2[O:40][CH3:41])=[O:16])[CH2:10][CH2:9]1)=[O:7]. The yield is 0.110. (5) The reactants are [N:1]1[CH:6]=[CH:5][N:4]=[CH:3][C:2]=1[N:7]1[C:14]2[C@H:13]3[CH2:15][C@H:12]3[CH2:11][C:10]=2[C:9]([C:16]([OH:18])=O)=[N:8]1.C(N(CC)CC)C.CN(C(ON1N=NC2C=CC=NC1=2)=[N+](C)C)C.F[P-](F)(F)(F)(F)F.[NH2:50][C@@H:51]([C:54]([CH3:57])([CH3:56])[CH3:55])[CH2:52][OH:53]. The catalyst is CN(C=O)C. The product is [OH:53][CH2:52][C@@H:51]([NH:50][C:16]([C:9]1[C:10]2[CH2:11][C@@H:12]3[CH2:15][C@@H:13]3[C:14]=2[N:7]([C:2]2[CH:3]=[N:4][CH:5]=[CH:6][N:1]=2)[N:8]=1)=[O:18])[C:54]([CH3:57])([CH3:56])[CH3:55]. The yield is 1.00. (6) The reactants are [CH3:1][S:2]([C:5]1[CH:10]=[CH:9][C:8](B(O)O)=[CH:7][CH:6]=1)(=[O:4])=[O:3].Br[C:15]1[CH:20]=[CH:19][C:18]([OH:21])=[CH:17][C:16]=1[F:22].C([O-])([O-])=O.[Na+].[Na+]. The catalyst is COCCOC.C1C=CC([P]([Pd]([P](C2C=CC=CC=2)(C2C=CC=CC=2)C2C=CC=CC=2)([P](C2C=CC=CC=2)(C2C=CC=CC=2)C2C=CC=CC=2)[P](C2C=CC=CC=2)(C2C=CC=CC=2)C2C=CC=CC=2)(C2C=CC=CC=2)C2C=CC=CC=2)=CC=1. The product is [F:22][C:16]1[CH:17]=[C:18]([OH:21])[CH:19]=[CH:20][C:15]=1[C:8]1[CH:9]=[CH:10][C:5]([S:2]([CH3:1])(=[O:4])=[O:3])=[CH:6][CH:7]=1. The yield is 0.710. (7) The reactants are [CH2:1]([O:8][C:9]1[CH:10]=[C:11]([N:15]2[CH2:20][CH2:19][N:18](C(OC(C)(C)C)=O)[CH2:17][CH2:16]2)[CH:12]=[N:13][CH:14]=1)[C:2]1[CH:7]=[CH:6][CH:5]=[CH:4][CH:3]=1.[ClH:28]. The catalyst is O1CCOCC1. The product is [ClH:28].[CH2:1]([O:8][C:9]1[CH:10]=[C:11]([N:15]2[CH2:20][CH2:19][NH:18][CH2:17][CH2:16]2)[CH:12]=[N:13][CH:14]=1)[C:2]1[CH:7]=[CH:6][CH:5]=[CH:4][CH:3]=1. The yield is 0.980. (8) The reactants are Cl[C:2]1[CH2:6][CH2:5][CH2:4][C:3]=1[CH:7]=O.[SH:9][CH2:10][C:11]([O:13][CH3:14])=[O:12].C(N(CC)CC)C. The catalyst is N1C=CC=CC=1. The product is [S:9]1[C:10]([C:11]([O:13][CH3:14])=[O:12])=[CH:7][C:3]2[CH2:4][CH2:5][CH2:6][C:2]1=2. The yield is 0.780.